From a dataset of Catalyst prediction with 721,799 reactions and 888 catalyst types from USPTO. Predict which catalyst facilitates the given reaction. Reactant: [C:1]([NH:9][NH2:10])(=[O:8])[C:2]1[CH:7]=[CH:6][CH:5]=[CH:4][CH:3]=1.CN1CCCC1=O.[C:18](Cl)(=[O:25])[C:19]1[CH:24]=[CH:23][CH:22]=[CH:21][CH:20]=1. Product: [C:1]([NH:9][NH:10][C:18](=[O:25])[C:19]1[CH:24]=[CH:23][CH:22]=[CH:21][CH:20]=1)(=[O:8])[C:2]1[CH:7]=[CH:6][CH:5]=[CH:4][CH:3]=1. The catalyst class is: 6.